This data is from Retrosynthesis with 50K atom-mapped reactions and 10 reaction types from USPTO. The task is: Predict the reactants needed to synthesize the given product. Given the product COC(=O)C1=C(C)NC(C)=C(C(=O)OC)C1c1cc([N+](=O)[O-])ccc1OCCCCNS(C)(=O)=O, predict the reactants needed to synthesize it. The reactants are: COC(=O)C1=C(C)NC(C)=C(C(=O)OC)C1c1cc([N+](=O)[O-])ccc1OCCCCN.CS(=O)(=O)Cl.